Task: Regression. Given a peptide amino acid sequence and an MHC pseudo amino acid sequence, predict their binding affinity value. This is MHC class II binding data.. Dataset: Peptide-MHC class II binding affinity with 134,281 pairs from IEDB (1) The peptide sequence is WLSWQVAKAGLKTND. The MHC is DRB4_0103 with pseudo-sequence DRB4_0103. The binding affinity (normalized) is 0.597. (2) The peptide sequence is KLRSAGEVEIQFRRV. The MHC is HLA-DPA10201-DPB10501 with pseudo-sequence HLA-DPA10201-DPB10501. The binding affinity (normalized) is 0.405.